Dataset: Full USPTO retrosynthesis dataset with 1.9M reactions from patents (1976-2016). Task: Predict the reactants needed to synthesize the given product. (1) Given the product [Cl:11][C:8]1[CH:9]=[CH:10][C:5]([CH2:4][CH2:3][CH2:2][N:14]2[CH:15]=[CH:16][C:17]3[C:22](=[CH:21][C:20]([C:23]([O:25][CH3:26])=[O:24])=[CH:19][CH:18]=3)[C:13]2=[O:12])=[CH:6][CH:7]=1, predict the reactants needed to synthesize it. The reactants are: Br[CH2:2][CH2:3][CH2:4][C:5]1[CH:10]=[CH:9][C:8]([Cl:11])=[CH:7][CH:6]=1.[O:12]=[C:13]1[C:22]2[C:17](=[CH:18][CH:19]=[C:20]([C:23]([O:25][CH3:26])=[O:24])[CH:21]=2)[CH:16]=[CH:15][NH:14]1. (2) Given the product [ClH:45].[C:1]([S:4][CH:5]1[CH2:10][CH2:9][N:8]([CH:11]([C:17]2[CH:22]=[CH:21][CH:20]=[CH:19][C:18]=2[F:23])[C:12]([CH:14]2[CH2:16][CH2:15]2)=[O:13])[CH2:7]/[C:6]/1=[CH:24]\[C:25]1[N:26]=[N:27][N:28]([CH2:30][CH2:31][CH2:32][CH2:33][C:34](=[O:44])[NH:35][OH:36])[CH:29]=1)(=[O:3])[CH3:2], predict the reactants needed to synthesize it. The reactants are: [C:1]([S:4][CH:5]1[CH2:10][CH2:9][N:8]([CH:11]([C:17]2[CH:22]=[CH:21][CH:20]=[CH:19][C:18]=2[F:23])[C:12]([CH:14]2[CH2:16][CH2:15]2)=[O:13])[CH2:7]/[C:6]/1=[CH:24]\[C:25]1[N:26]=[N:27][N:28]([CH2:30][CH2:31][CH2:32][CH2:33][C:34](=[O:44])[NH:35][O:36][Si](C(C)(C)C)(C)C)[CH:29]=1)(=[O:3])[CH3:2].[ClH:45]. (3) Given the product [N:11]1([C:16]([O:18][C:19]([CH3:22])([CH3:21])[CH3:20])=[O:17])[C@@H:12]2[C@@H:13]([CH2:9][NH:2][CH:3]3[CH:8]2[CH:7]=[CH:6][CH:5]=[CH:4]3)[CH2:14][CH2:15]1, predict the reactants needed to synthesize it. The reactants are: [Na].[NH2:2][C:3]1[CH:8]=[CH:7][CH:6]=[CH:5][CH:4]=1.[CH2:9]=O.[N:11]1([C:16]([O:18][C:19]([CH3:22])([CH3:21])[CH3:20])=[O:17])[CH:15]=[CH:14][CH2:13][CH2:12]1. (4) Given the product [CH3:21][O:20][C:17]1[CH:18]=[CH:19][C:14]([CH2:13][N:4]2[CH:5]=[C:6]([C:7]([N:9]([O:11][CH3:12])[CH3:10])=[O:8])[C:2]([CH:22]=[CH2:23])=[N:3]2)=[CH:15][CH:16]=1, predict the reactants needed to synthesize it. The reactants are: Br[C:2]1[C:6]([C:7]([N:9]([O:11][CH3:12])[CH3:10])=[O:8])=[CH:5][N:4]([CH2:13][C:14]2[CH:19]=[CH:18][C:17]([O:20][CH3:21])=[CH:16][CH:15]=2)[N:3]=1.[CH2:22]([Sn](CCCC)(CCCC)C=C)[CH2:23]CC. (5) Given the product [C:15]([C:14]1[C:13]([C@@H:9]([NH:8][C:6](=[O:7])[O:5][C:1]([CH3:3])([CH3:4])[CH3:2])[CH:10]([CH3:12])[CH3:11])=[N:23][CH:22]=[C:21]([Cl:24])[CH:20]=1)(=[O:17])[CH3:26], predict the reactants needed to synthesize it. The reactants are: [C:1]([O:5][C:6]([NH:8][C@H:9]([C:13]1[N:23]=[CH:22][C:21]([Cl:24])=[CH:20][C:14]=1[C:15]([O:17]CC)=O)[CH:10]([CH3:12])[CH3:11])=[O:7])([CH3:4])([CH3:3])[CH3:2].Cl.[CH3:26]NOC.C[Mg]Br. (6) Given the product [Cl:53][CH2:54][CH2:55][NH:56][C:57](=[O:58])[O:27][C@@H:23]1[CH2:24][CH2:25][CH2:26][N:21]([C:19]2[N:20]=[C:15]3[CH:14]=[C:13]([C:11]([NH:10][C:7]4[S:8][CH:9]=[C:5]([C:1]([CH3:4])([CH3:2])[CH3:3])[N:6]=4)=[O:12])[CH:46]=[CH:45][N:16]3[C:17](=[O:44])[C:18]=2/[CH:28]=[CH:29]/[C:30]2[N:31]=[N:32][N:33]([CH2:35][C:36]3[CH:41]=[CH:40][C:39]([O:42][CH3:43])=[CH:38][CH:37]=3)[N:34]=2)[CH2:22]1, predict the reactants needed to synthesize it. The reactants are: [C:1]([C:5]1[N:6]=[C:7]([NH:10][C:11]([C:13]2[CH:46]=[CH:45][N:16]3[C:17](=[O:44])[C:18](/[CH:28]=[CH:29]/[C:30]4[N:31]=[N:32][N:33]([CH2:35][C:36]5[CH:41]=[CH:40][C:39]([O:42][CH3:43])=[CH:38][CH:37]=5)[N:34]=4)=[C:19]([N:21]4[CH2:26][CH2:25][CH2:24][C@@H:23]([OH:27])[CH2:22]4)[N:20]=[C:15]3[CH:14]=2)=[O:12])[S:8][CH:9]=1)([CH3:4])([CH3:3])[CH3:2].N1C=CC=CC=1.[Cl:53][CH2:54][CH2:55][N:56]=[C:57]=[O:58].C(=O)([O-])O.[Na+]. (7) Given the product [CH3:32][C:33]([CH3:36])([CH3:34])[C:3](=[O:2])[C:4]([N:5]1[CH2:10][CH2:9][CH2:8][CH2:7][CH:6]1[C:11](=[O:29])[CH:12]([CH2:21][CH2:22][C:23]1[CH:24]=[CH:25][CH:26]=[CH:27][CH:28]=1)[CH2:13][CH2:14][C:15]1[CH:20]=[CH:19][CH:18]=[CH:17][CH:16]=1)=[O:30], predict the reactants needed to synthesize it. The reactants are: C[O:2][C:3](=O)[C:4](=[O:30])[N:5]1[CH2:10][CH2:9][CH2:8][CH2:7][CH:6]1[C:11](=[O:29])[CH:12]([CH2:21][CH2:22][C:23]1[CH:28]=[CH:27][CH:26]=[CH:25][CH:24]=1)[CH2:13][CH2:14][C:15]1[CH:20]=[CH:19][CH:18]=[CH:17][CH:16]=1.[CH3:32][C:33]([Mg]Cl)([CH3:36])[CH2:34]C.[Cl-].[NH4+].